Dataset: Catalyst prediction with 721,799 reactions and 888 catalyst types from USPTO. Task: Predict which catalyst facilitates the given reaction. (1) Reactant: [CH3:1][N:2]1[CH:6]=[CH:5][N:4]=[CH:3]1.[O-:7][S:8]([C:11]([F:14])([F:13])[F:12])(=[O:10])=[O:9].[F:15][C:16]([F:26])([F:25])[CH2:17][I+]C1C=CC=CC=1. Product: [O-:10][S:8]([C:11]([F:14])([F:13])[F:12])(=[O:9])=[O:7].[CH3:1][N+:2]1[CH:6]=[CH:5][N:4]([CH2:17][C:16]([F:26])([F:25])[F:15])[CH:3]=1. The catalyst class is: 2. (2) Reactant: CS([O:5][CH2:6][CH2:7][CH2:8][CH2:9][CH2:10][CH2:11][CH2:12][CH2:13][CH2:14][CH2:15][CH2:16][CH2:17][CH2:18][CH2:19][CH2:20][CH3:21])(=O)=O. Product: [CH2:6]([O:5][CH2:8][CH2:7][CH2:6][OH:5])[CH2:7][CH2:8][CH2:9][CH2:10][CH2:11][CH2:12][CH2:13][CH2:14][CH2:15][CH2:16][CH2:17][CH2:18][CH2:19][CH2:20][CH3:21]. The catalyst class is: 60. (3) Reactant: [Br:1][C:2]1[CH:7]=[CH:6][C:5]([S:8](Cl)(=[O:10])=[O:9])=[CH:4][CH:3]=1.CCN(CC)CC.[NH2:19][C@H:20]1[CH2:25][CH2:24][C@H:23]([OH:26])[CH2:22][CH2:21]1. The catalyst class is: 1. Product: [Br:1][C:2]1[CH:7]=[CH:6][C:5]([S:8]([NH:19][C@H:20]2[CH2:25][CH2:24][C@H:23]([OH:26])[CH2:22][CH2:21]2)(=[O:10])=[O:9])=[CH:4][CH:3]=1. (4) Reactant: [CH2:1]([O:3][C:4](=[O:16])[C:5]1[CH:10]=[C:9]([CH3:11])[C:8]([CH:12]=[C:13]([CH3:15])[CH3:14])=[N:7][CH:6]=1)[CH3:2]. Product: [CH2:1]([O:3][C:4](=[O:16])[C:5]1[CH:10]=[C:9]([CH3:11])[C:8]([CH2:12][CH:13]([CH3:15])[CH3:14])=[N:7][CH:6]=1)[CH3:2]. The catalyst class is: 358. (5) Reactant: Cl([O-])(=O)(=O)=O.[Mg+2].Cl([O-])(=O)(=O)=[O:8].[O:12]1[CH2:14][C@H:13]1[C:15]([O:17][CH3:18])=[O:16].[CH3:19][O:20][CH2:21][C@H:22](O)[CH3:23]. Product: [OH:8][C@@H:13]([CH2:14][O:12][C@H:22]([CH3:23])[CH2:21][O:20][CH3:19])[C:15]([O:17][CH3:18])=[O:16]. The catalyst class is: 13. (6) Reactant: [CH3:1][NH:2][C:3]([C:5]1[CH:10]=[C:9]([CH2:11][NH:12][C:13]2[N:14]=[CH:15][S:16][C:17]=2[C:18]([OH:20])=O)[CH:8]=[CH:7][N:6]=1)=[O:4].[F:21][C:22]1([F:35])[O:27][C:26]2[CH:28]=[CH:29][C:30]([NH2:32])=[CH:31][C:25]=2[O:24][C:23]1([F:34])[F:33].F[P-](F)(F)(F)(F)F.N1(O[P+](N2CCCC2)(N2CCCC2)N2CCCC2)C2C=CC=CC=2N=N1.C(N(CC)CC)C. Product: [CH3:1][NH:2][C:3]([C:5]1[CH:10]=[C:9]([CH2:11][NH:12][C:13]2[N:14]=[CH:15][S:16][C:17]=2[C:18]([NH:32][C:30]2[CH:29]=[CH:28][C:26]3[O:27][C:22]([F:35])([F:21])[C:23]([F:33])([F:34])[O:24][C:25]=3[CH:31]=2)=[O:20])[CH:8]=[CH:7][N:6]=1)=[O:4]. The catalyst class is: 174. (7) Reactant: ClC([O:4][CH2:5][CH:6](C)C)=O.[CH2:9]([O:16][C:17]([NH:19][C@H:20]([C:22]([OH:24])=O)[CH3:21])=[O:18])[C:10]1[CH:15]=[CH:14][CH:13]=[CH:12][CH:11]=1.CN1CCOCC1.[BrH:32].CC(O)=O. Product: [Br:32][CH2:6][C:5]([C:22](=[O:24])[C@H:20]([CH3:21])[NH:19][C:17]([O:16][CH2:9][C:10]1[CH:11]=[CH:12][CH:13]=[CH:14][CH:15]=1)=[O:18])=[O:4]. The catalyst class is: 1. (8) Reactant: Cl/[C:2](/[C:6]1[C:14]2[C:9](=[N:10][CH:11]=[CH:12][CH:13]=2)[NH:8][CH:7]=1)=[CH:3]/[CH:4]=O.[SH:15][CH2:16][C:17]([O:19][CH2:20][CH3:21])=[O:18].[O-]CC.[Na+]. Product: [NH:8]1[C:9]2=[N:10][CH:11]=[CH:12][CH:13]=[C:14]2[C:6]([C:2]2[S:15][C:16]([C:17]([O:19][CH2:20][CH3:21])=[O:18])=[CH:4][CH:3]=2)=[CH:7]1. The catalyst class is: 351.